Task: Predict the reactants needed to synthesize the given product.. Dataset: Full USPTO retrosynthesis dataset with 1.9M reactions from patents (1976-2016) (1) Given the product [F:30][C:29]([F:32])([F:31])[O:28][C:24]1[CH:23]=[C:22]([C:19]2[N:17]3[N:18]=[C:13]([NH:1][CH2:2][CH:3]4[CH2:4][CH2:5][CH:37]([CH2:36][CH2:38][OH:46])[CH2:7][CH2:8]4)[CH:14]=[CH:15][C:16]3=[N:21][CH:20]=2)[CH:27]=[CH:26][CH:25]=1, predict the reactants needed to synthesize it. The reactants are: [NH2:1][CH2:2][CH:3]1[CH2:8][CH2:7]N(CCO)[CH2:5][CH2:4]1.Cl[C:13]1[CH:14]=[CH:15][C:16]2[N:17]([C:19]([C:22]3[CH:27]=[CH:26][CH:25]=[C:24]([O:28][C:29]([F:32])([F:31])[F:30])[CH:23]=3)=[CH:20][N:21]=2)[N:18]=1.CCN(C(C)C)[CH:36]([CH3:38])[CH3:37].[F-].[Cs+].CS(C)=[O:46]. (2) Given the product [F:21][C:22]([F:31])([F:30])[C:23]([F:28])([C:5]1[CH:6]=[CH:7][C:2]([NH2:1])=[CH:3][CH:4]=1)[C:24]([F:27])([F:26])[F:25], predict the reactants needed to synthesize it. The reactants are: [NH2:1][C:2]1[CH:7]=[CH:6][CH:5]=[CH:4][CH:3]=1.S(S([O-])=O)([O-])=O.[Na+].[Na+].C(=O)([O-])O.[Na+].[F:21][C:22]([F:31])([F:30])[C:23](I)([F:28])[C:24]([F:27])([F:26])[F:25]. (3) Given the product [N:1]1[CH:6]=[CH:5][CH:4]=[N:3][C:2]=1[CH2:7][CH2:8][CH2:9][OH:10], predict the reactants needed to synthesize it. The reactants are: [N:1]1[CH:6]=[CH:5][CH:4]=[N:3][C:2]=1[C:7]#[C:8][CH2:9][OH:10].